Predict which catalyst facilitates the given reaction. From a dataset of Catalyst prediction with 721,799 reactions and 888 catalyst types from USPTO. (1) Reactant: F[C:2]1[CH:9]=[CH:8][C:5]([CH:6]=[O:7])=[CH:4][CH:3]=1.[NH:10]1[CH2:13][CH:12]([C:14]([OH:16])=[O:15])[CH2:11]1.C(N(CC)CC)C. Product: [CH:6]([C:5]1[CH:8]=[CH:9][C:2]([N:10]2[CH2:13][CH:12]([C:14]([OH:16])=[O:15])[CH2:11]2)=[CH:3][CH:4]=1)=[O:7]. The catalyst class is: 16. (2) Reactant: [CH3:1][S:2][C:3]1[N:8]2[N:9]=[C:10]([C:12]([F:15])([F:14])[F:13])[CH:11]=[C:7]2[C:6]([CH:16]=[O:17])=[CH:5][CH:4]=1.O.O.P([O-])(O)(O)=[O:21].[Na+].CC(=CC)C.Cl([O-])=O.[Na+].[OH-].[Na+]. Product: [CH3:1][S:2][C:3]1[N:8]2[N:9]=[C:10]([C:12]([F:15])([F:14])[F:13])[CH:11]=[C:7]2[C:6]([C:16]([OH:21])=[O:17])=[CH:5][CH:4]=1. The catalyst class is: 371.